From a dataset of Full USPTO retrosynthesis dataset with 1.9M reactions from patents (1976-2016). Predict the reactants needed to synthesize the given product. Given the product [C:1]([C:3]1[CH:8]=[CH:7][C:6]([CH2:9][C@@H:10]([NH:14][C:15](=[O:51])[CH2:16][NH:17][C:18](=[O:50])[CH2:19][O:20][C:21]2[CH:22]=[CH:23][C:24]([C@@H:27]3[C@@H:30]([S:31][CH2:32][CH:33]([C:35]4[CH:40]=[CH:39][C:38]([F:41])=[CH:37][CH:36]=4)[OH:34])[C:29](=[O:42])[N:28]3[C:43]3[CH:48]=[CH:47][C:46]([F:49])=[CH:45][CH:44]=3)=[CH:25][CH:26]=2)[C:11]([OH:13])=[O:12])=[CH:5][CH:4]=1)#[N:2], predict the reactants needed to synthesize it. The reactants are: [C:1]([C:3]1[CH:8]=[CH:7][C:6]([CH2:9][C@@H:10]([NH:14][C:15](=[O:51])[CH2:16][NH:17][C:18](=[O:50])[CH2:19][O:20][C:21]2[CH:26]=[CH:25][C:24]([C@@H:27]3[C@@H:30]([S:31][CH2:32][C:33]([C:35]4[CH:40]=[CH:39][C:38]([F:41])=[CH:37][CH:36]=4)=[O:34])[C:29](=[O:42])[N:28]3[C:43]3[CH:48]=[CH:47][C:46]([F:49])=[CH:45][CH:44]=3)=[CH:23][CH:22]=2)[C:11]([OH:13])=[O:12])=[CH:5][CH:4]=1)#[N:2].[BH4-].[Na+].